Predict the reactants needed to synthesize the given product. From a dataset of Full USPTO retrosynthesis dataset with 1.9M reactions from patents (1976-2016). (1) Given the product [CH3:1][N:2]1[C@@H:19]2[CH2:20][C:7]3[CH:8]=[CH:9][C:10]([O:22][CH3:23])=[C:11]4[O:12][C@H:13]5[C:14]([CH2:16][CH2:17][C@:18]2([OH:21])[C@:5]5([C:6]=34)[CH2:4][CH2:3]1)=[O:15].[ClH:24], predict the reactants needed to synthesize it. The reactants are: [CH3:1][N:2]1[C@@H:19]2[CH2:20][C:7]3[CH:8]=[CH:9][C:10]([O:22][CH3:23])=[C:11]4[O:12][C@H:13]5[C:14]([CH2:16][CH2:17][C@:18]2([OH:21])[C@:5]5([C:6]=34)[CH2:4][CH2:3]1)=[O:15].[ClH:24].CC(O)C. (2) Given the product [NH:3]1[CH:4]=[CH:5][N:6]=[C:2]1[S:1][C:24]1[CH:23]=[CH:22][C:18]2[N:19]=[CH:20][N:21]=[C:16]([NH:7][C:8]3[CH:13]=[N:12][C:11]([CH3:14])=[CH:10][N:9]=3)[C:17]=2[N:25]=1, predict the reactants needed to synthesize it. The reactants are: [SH:1][C:2]1[NH:3][CH:4]=[CH:5][N:6]=1.[NH2:7][C:8]1[CH:13]=[N:12][C:11]([CH3:14])=[CH:10][N:9]=1.Cl[C:16]1[C:17]2[N:25]=[C:24](Cl)[CH:23]=[CH:22][C:18]=2[N:19]=[CH:20][N:21]=1. (3) The reactants are: [Cl:1][C:2]1[CH:3]=[CH:4][CH:5]=[C:6]2[C:11]=1[C:10]([C:12](O)=[O:13])=[CH:9][CH:8]=[C:7]2[O:15][CH3:16].O=S(Cl)Cl.C[CH2:22][N:23](C(C)C)[CH:24](C)C.CNC. Given the product [Cl:1][C:2]1[CH:3]=[CH:4][CH:5]=[C:6]2[C:11]=1[C:10]([C:12]([N:23]([CH3:24])[CH3:22])=[O:13])=[CH:9][CH:8]=[C:7]2[O:15][CH3:16], predict the reactants needed to synthesize it. (4) Given the product [CH3:8][C:4]1[CH:5]=[CH:6][CH:7]=[C:2]([CH3:1])[C:3]=1[NH:9][C:10]([NH:12][C:13]1[C:14]([C:23]([NH:65][CH2:64][CH2:63][C:62]([O:61][CH3:60])=[O:66])=[O:24])=[CH:15][C:16]2[C:21]([CH:22]=1)=[CH:20][CH:19]=[CH:18][CH:17]=2)=[O:11], predict the reactants needed to synthesize it. The reactants are: [CH3:1][C:2]1[CH:7]=[CH:6][CH:5]=[C:4]([CH3:8])[C:3]=1[NH:9][C:10]([NH:12][C:13]1[C:14]([C:23](O)=[O:24])=[CH:15][C:16]2[C:21]([CH:22]=1)=[CH:20][CH:19]=[CH:18][CH:17]=2)=[O:11].CN(C(ON1N=NC2C=CC=NC1=2)=[N+](C)C)C.F[P-](F)(F)(F)(F)F.CCN(C(C)C)C(C)C.Cl.[CH3:60][O:61][C:62](=[O:66])[CH2:63][CH2:64][NH2:65]. (5) Given the product [CH2:1]([O:3][C:4]([C:6]1[CH:7]=[C:8]2[C:12](=[C:13]([NH2:15])[CH:14]=1)[NH:11][CH:10]=[C:9]2[CH2:26][CH3:27])=[O:5])[CH3:2], predict the reactants needed to synthesize it. The reactants are: [CH2:1]([O:3][C:4]([C:6]1[CH:7]=[C:8]2[C:12](=[C:13]([NH:15]C(OCC3C=CC=CC=3)=O)[CH:14]=1)[NH:11][CH:10]=[C:9]2[CH2:26][CH3:27])=[O:5])[CH3:2].O. (6) The reactants are: C(OC([N:8]1[CH2:16][CH:15]2[CH:10]([C:11](=[O:28])[N:12]([C:17]3[CH:22]=[CH:21][C:20]([O:23][C:24]([F:27])([F:26])[F:25])=[CH:19][CH:18]=3)[CH2:13][CH2:14]2)[CH2:9]1)=O)(C)(C)C.[ClH:29]. Given the product [ClH:29].[F:27][C:24]([F:25])([F:26])[O:23][C:20]1[CH:21]=[CH:22][C:17]([N:12]2[CH2:13][CH2:14][CH:15]3[CH2:16][NH:8][CH2:9][CH:10]3[C:11]2=[O:28])=[CH:18][CH:19]=1, predict the reactants needed to synthesize it. (7) Given the product [Cl:1][C:2]1[CH:3]=[C:4]([C:13]2[CH:14]=[CH:15][C:16]([OH:19])=[CH:17][CH:18]=2)[CH:5]=[C:6]2[C:11]=1[CH:10]=[C:9]([OH:12])[CH:8]=[CH:7]2, predict the reactants needed to synthesize it. The reactants are: [Cl:1][C:2]1[CH:3]=[C:4]([C:13]2[CH:18]=[CH:17][C:16]([O:19]C)=[CH:15][CH:14]=2)[CH:5]=[C:6]2[C:11]=1[CH:10]=[C:9]([OH:12])[CH:8]=[CH:7]2.B(Br)(Br)Br. (8) Given the product [Cl:3][C:4]1[S:8][C:7]([C:9]2[N:10]=[C:11]([O:18][C:19]3[CH:24]=[CH:23][C:22]([CH2:25][C:26]([OH:28])=[O:27])=[CH:21][CH:20]=3)[C:12]3[CH2:17][S:16][CH2:15][C:13]=3[N:14]=2)=[CH:6][CH:5]=1, predict the reactants needed to synthesize it. The reactants are: [OH-].[Na+].[Cl:3][C:4]1[S:8][C:7]([C:9]2[N:10]=[C:11]([O:18][C:19]3[CH:24]=[CH:23][C:22]([CH2:25][C:26]([O:28]C)=[O:27])=[CH:21][CH:20]=3)[C:12]3[CH2:17][S:16][CH2:15][C:13]=3[N:14]=2)=[CH:6][CH:5]=1. (9) The reactants are: ClC1C=C(S([NH:12][C:13]2[CH:14]=[C:15]3[C:19](=[CH:20][CH:21]=2)[NH:18][C:17](=[O:22])[CH2:16]3)(=O)=O)C=C(Cl)C=1. Given the product [NH2:12][C:13]1[CH:14]=[C:15]2[C:19](=[CH:20][CH:21]=1)[NH:18][C:17](=[O:22])[CH2:16]2, predict the reactants needed to synthesize it. (10) Given the product [CH:12]1[CH:13]=[CH:14][C:9]([C:8]([C:7]2[C:2]([NH2:1])=[C:3]([CH2:16][C:17]([NH2:19])=[O:18])[CH:4]=[CH:5][CH:6]=2)=[O:15])=[CH:10][CH:11]=1, predict the reactants needed to synthesize it. The reactants are: [NH2:1][C:2]1[C:7]([C:8](=[O:15])[C:9]2[CH:14]=[CH:13][CH:12]=[CH:11][CH:10]=2)=[CH:6][CH:5]=[CH:4][C:3]=1[CH:16](SC)[C:17]([NH2:19])=[O:18].